Dataset: Drug-target binding data from BindingDB using Ki measurements. Task: Regression. Given a target protein amino acid sequence and a drug SMILES string, predict the binding affinity score between them. We predict pKi (pKi = -log10(Ki in M); higher means stronger inhibition). Dataset: bindingdb_ki. (1) The small molecule is Cc1ccc(C(=O)Nc2ccc(S(=O)(=O)[O-])c3cc(S(=O)(=O)[O-])cc(S(=O)(=O)[O-])c23)cc1NC(=O)c1cccc(NC(=O)Nc2cccc(C(=O)Nc3cc(C(=O)Nc4ccc(S(=O)(=O)[O-])c5cc(S(=O)(=O)[O-])cc(S(=O)(=O)[O-])c45)ccc3C)c2)c1. The target protein (P47824) has sequence MARRLQDELSAFFFEYDTPRMVLVRNKKVGVIFRLIQLVVLVYVIGWVFVYEKGYQTSSDLISSVSVKLKGLAVTQLQGLGPQVWDVADYVFPAHGDSSFVVMTNFIVTPQQTQGHCAENPEGGICQDDSGCTPGKAERKAQGIRTGNCVPFNGTVKTCEIFGWCPVEVDDKIPSPALLREAENFTLFIKNSISFPRFKVNRRNLVEEVNGTYMKKCLYHKIQHPLCPVFNLGYVVRESGQDFRSLAEKGGVVGITIDWKCDLDWHVRHCKPIYQFHGLYGEKNLSPGFNFRFARHFVQNGTNRRHLFKVFGIHFDILVDGKAGKFDIIPTMTTIGSGIGIFGVATVLCDLLLLHILPKRHYYKQKKFKYAEDMGPGEGEHDPVATSSTLGLQENMRTS. The pKi is 7.3. (2) The target protein sequence is MTIAAGALQIVFGLSRMARAALAIAPVVVHAMLAGIGITIALQQIHVLLGGTSHSSAWRNIVALPDGILHHELHEVIVGGTVIAILLMWSKLPAKVRIIPGPLVAIAGATVLALLPVLQTERIDLQGNFFDAIGLPKLAEMSPGGQPWSHEISAIALGVLTIALIASVESLLSAVGVDKLHHGPRTDFNREMVGQGSANVVSGLLGGLPITGVIVRSSANVAAGARTRMSTILHGVWILLFASLFTNLVELIPKAALAGLLIVIGAQLVKLAHIKLAWRTGNFVIYAITIVCVVFLNLLEGVAIGLVVAIVFLLVRVVRAPVEVKPVGGEQSKRWRVDIDGTLSFLLLPRLTTVLSKLPEGSEVTLNLNADYIDDSVSEAISDWRRAHETRGGVVAIVETSPAKLHHAHARPPKSHFASDPIGLVPWRSARGKDRGSASVLDRIDEYHRNGAAVLHPHIAGLTDSQDPYELFLTCADSRILPNVITASGPGDLYTVRNLG.... The compound is CCOc1ccc2nc(S(N)(=O)=O)sc2c1. The pKi is 6.2. (3) The compound is CCCCCCCCCCO[C@H]1CC(COC(C)=O)C(=O)C(=O)[C@H]1O. The target protein (P09488) has sequence MPMILGYWDIRGLAHAIRLLLEYTDSSYEEKKYTMGDAPDYDRSQWLNEKFKLGLDFPNLPYLIDGAHKITQSNAILCYIARKHNLCGETEEEKIRVDILENQTMDNHMQLGMICYNPEFEKLKPKYLEELPEKLKLYSEFLGKRPWFAGNKITFVDFLVYDVLDLHRIFEPKCLDAFPNLKDFISRFEGLEKISAYMKSSRFLPRPVFSKMAVWGNK. The pKi is 5.5. (4) The target protein sequence is MAFLPGNSSDCSNCTHSVGPVNISKAILLGVILGGLIVFGVLGNILVILSVACHRHLQSVTHYYIINLAVADLLLTSTVLPFSATMEILGYWAFGRIFCNIWAAVDVLCCTASIMSLCIISIDRYIGVSYPLRYPSIVTEKRGLLALLCVWALSLVISIGPLFGWKEPAPEDETICQITEEPGYVLFSALGSFYLPLTIILVMYCRVYVVAKRENKGLSSGLKTERSHSEQVTLRIHRKNAPGASGSASNPKSKHHFSVRLLKFSREKKAAKTLGIVVGCFVLCWLPFFVVMPLGSFFPAVKPPDTLFKITFWLGYLNSCINPIIYPCSSQEFKKAFQNVLRVQCLPRKQAAKKQSPSFNLNHPASPSTESSRGVVRIPVGSGETFYKISKSDGVCEWKIFSAVQSMPAKTAVSKDCTAAKVKSKGFLQECCCAGTSGNRGHENCKVPTIKIHTISLSESGEDV. The pKi is 6.8. The drug is c1ccc2c(c1)CC(N1CCN(c3cccc4c3OCCO4)CC1)C2. (5) The compound is CC(C)C[C@H](N)C(=O)NO. The target protein (Q01693) has sequence MKYTKTLLAMVLSATFCQAYAEDKVWISIGADANQTVMKSGAESILPNSVASSGQVWVGQVDVAQLAELSHNMHEEHNRCGGYMVHPSAQSAMAASAMPTTLASFVMPPITQQATVTAWLPQVDASQITGTISSLESFTNRFYTTTSGAQASDWIASEWQALSASLPNASVKQVSHSGYNQKSVVMTITGSEAPDEWIVIGGHLDSTIGSHTNEQSVAPGADDDASGIAAVTEVIRVLSENNFQPKRSIAFMAYAAEEVGLRGSQDLANQYKSEGKNVVSALQLDMTNYKGSAQDVVFITDYTDSNFTQYLTQLMDEYLPSLTYGFDTCGYACSDHASWHNAGYPAAMPFESKFNDYNPRIHTTQDTLANSDPTGSHAKKFTQLGLAYAIEMGSATGDTPTPGNQLEDGVPVTDLSGSRGSNVWYTFELETQKNLQITTSGGYGDLDLYVKFGSKASKQNWDCRPYLSGNNEVCTFNNASPGTYSVMLTGYSNYSGASLK.... The pKi is 6.5. (6) The drug is CNC(=O)[C@@]12C[C@@H]1[C@@H](n1cnc3c(NCc4cccc(C#CCCCC(=O)O)c4)nc(Cl)nc31)[C@H](O)[C@@H]2O. The target protein (Q60612) has sequence MPPYISAFQAAYIGIEVLIALVSVPGNVLVIWAVKVNQALRDATFCFIVSLAVADVAVGALVIPLAILINIGPQTYFHTCLMVACPVLILTQSSILALLAIAVDRYLRVKIPLRYKTVVTQRRAAVAIAGCWILSLVVGLTPMFGWNNLSEVEQAWIANGSVGEPVIKCEFEKVISMEYMVYFNFFVWVLPPLLLMVLIYLEVFYLIRKQLNKKVSASSGDPQKYYGKELKIAKSLALILFLFALSWLPLHILNCITLFCPTCQKPSILIYIAIFLTHGNSAMNPIVYAFRIHKFRVTFLKIWNDHFRCQPKPPIEEDIPEEKADD. The pKi is 6.2. (7) The drug is CNC(=O)c1cnc(N2CCn3c(nc4cc(CO)c(S(C)(=O)=O)cc43)[C@H]2C(C)C)nc1C(F)(F)F. The target protein (Q13133) has sequence MSLWLGAPVPDIPPDSAVELWKPGAQDASSQAQGGSSCILREEARMPHSAGGTAGVGLEAAEPTALLTRAEPPSEPTEIRPQKRKKGPAPKMLGNELCSVCGDKASGFHYNVLSCEGCKGFFRRSVIKGAHYICHSGGHCPMDTYMRRKCQECRLRKCRQAGMREECVLSEEQIRLKKLKRQEEEQAHATSLPPRASSPPQILPQLSPEQLGMIEKLVAAQQQCNRRSFSDRLRVTPWPMAPDPHSREARQQRFAHFTELAIVSVQEIVDFAKQLPGFLQLSREDQIALLKTSAIEVMLLETSRRYNPGSESITFLKDFSYNREDFAKAGLQVEFINPIFEFSRAMNELQLNDAEFALLIAISIFSADRPNVQDQLQVERLQHTYVEALHAYVSIHHPHDRLMFPRMLMKLVSLRTLSSVHSEQVFALRLQDKKLPPLLSEIWDVHE. The pKi is 5.5.